The task is: Regression/Classification. Given a drug SMILES string, predict its absorption, distribution, metabolism, or excretion properties. Task type varies by dataset: regression for continuous measurements (e.g., permeability, clearance, half-life) or binary classification for categorical outcomes (e.g., BBB penetration, CYP inhibition). For this dataset (solubility_aqsoldb), we predict Y.. This data is from Aqueous solubility values for 9,982 compounds from the AqSolDB database. (1) The drug is CC(C)CC(C)C. The Y is -4.26 log mol/L. (2) The drug is Cc1c2cc(Cl)ccc2cc2c1ccc1ccccc12. The Y is -7.44 log mol/L. (3) The compound is O=C(O)CCCc1c[nH]c2ccccc12. The Y is -2.91 log mol/L. (4) The compound is Oc1ccc(C2CCCCC2)c(O)c1. The Y is -2.58 log mol/L. (5) The compound is COc1ccc2cc(C(C)C(=O)OCC(C)O)ccc2c1. The Y is -3.31 log mol/L. (6) The Y is -2.74 log mol/L. The drug is CCSc1nnc(C(C)(C)C)c(=O)n1N. (7) The drug is CCN1CCCC1CNC(=O)c1cc(S(N)(=O)=O)ccc1OC. The Y is -2.88 log mol/L. (8) The compound is CCCCOC(=O)c1ccccc1C(=O)OCCCC. The Y is -4.39 log mol/L. (9) The Y is -2.40 log mol/L. The drug is C=COCCCl.